This data is from Catalyst prediction with 721,799 reactions and 888 catalyst types from USPTO. The task is: Predict which catalyst facilitates the given reaction. (1) Reactant: [C:1]([N:3]=[C:4](OC1C=CC=CC=1)[NH:5][C@@H:6]1[CH2:12][CH2:11][C@@H:10]([C:13]2[CH:18]=[CH:17][CH:16]=[C:15]([F:19])[C:14]=2[F:20])[CH2:9][N:8]([CH2:21][CH3:22])[C:7]1=[O:23])#[N:2].Cl.Cl.[O:33]=[C:34]1[NH:42][C:37]2=[N:38][CH:39]=[CH:40][CH:41]=[C:36]2[N:35]1[CH:43]1[CH2:48][CH2:47][NH:46][CH2:45][CH2:44]1.C(N(CC)C(C)C)(C)C. Product: [C:1]([N:3]=[C:4]([N:46]1[CH2:45][CH2:44][CH:43]([N:35]2[C:36]3[C:37](=[N:38][CH:39]=[CH:40][CH:41]=3)[NH:42][C:34]2=[O:33])[CH2:48][CH2:47]1)[NH:5][C@@H:6]1[CH2:12][CH2:11][C@@H:10]([C:13]2[CH:18]=[CH:17][CH:16]=[C:15]([F:19])[C:14]=2[F:20])[CH2:9][N:8]([CH2:21][CH3:22])[C:7]1=[O:23])#[N:2]. The catalyst class is: 709. (2) Reactant: [CH3:1][CH:2]([CH3:8])[C:3](=O)[CH2:4][C:5]#[N:6].O.[NH2:10][NH2:11]. Product: [CH:2]([C:3]1[NH:11][N:10]=[C:5]([NH2:6])[CH:4]=1)([CH3:8])[CH3:1]. The catalyst class is: 351. (3) Reactant: [F:1][C:2]([F:29])([F:28])[C:3]1[CH:8]=[C:7]([O:9][CH2:10][C:11]2[S:12][C:13]3[CH:19]=[C:18]([CH2:20][OH:21])[CH2:17][CH2:16][C:14]=3[CH:15]=2)[CH:6]=[CH:5][C:4]=1[C:22]1[CH:27]=[CH:26][CH:25]=[CH:24][CH:23]=1.C1C=C[NH+]=CC=1.C1C=C[NH+]=CC=1.[O-][Cr](O[Cr]([O-])(=O)=O)(=O)=O. Product: [F:28][C:2]([F:1])([F:29])[C:3]1[CH:8]=[C:7]([O:9][CH2:10][C:11]2[S:12][C:13]3[CH:19]=[C:18]([CH:20]=[O:21])[CH2:17][CH2:16][C:14]=3[CH:15]=2)[CH:6]=[CH:5][C:4]=1[C:22]1[CH:27]=[CH:26][CH:25]=[CH:24][CH:23]=1. The catalyst class is: 2. (4) Reactant: Cl.Cl.Cl.[CH3:4][N:5]1[C:13]2[C:8](=[CH:9][C:10]([NH:14][C:15]3[C:16]4[CH:23]=[C:22]([C:24]5[CH2:25][CH2:26][NH:27][CH2:28][CH:29]=5)[NH:21][C:17]=4[N:18]=[CH:19][N:20]=3)=[CH:11][CH:12]=2)[CH:7]=[N:6]1.CCN(C(C)C)C(C)C.Cl.[CH3:40][N:41]1[CH2:46][CH2:45][N:44]([C:47](Cl)=[O:48])[CH2:43][CH2:42]1.O. Product: [CH3:4][N:5]1[C:13]2[C:8](=[CH:9][C:10]([NH:14][C:15]3[C:16]4[CH:23]=[C:22]([C:24]5[CH2:25][CH2:26][N:27]([C:47]([N:44]6[CH2:45][CH2:46][N:41]([CH3:40])[CH2:42][CH2:43]6)=[O:48])[CH2:28][CH:29]=5)[NH:21][C:17]=4[N:18]=[CH:19][N:20]=3)=[CH:11][CH:12]=2)[CH:7]=[N:6]1. The catalyst class is: 3. (5) Reactant: O[C:2]1[CH:17]=[C:16]([OH:18])[CH:15]=[CH:14][C:3]=1[C:4]([C:6]1[CH:11]=[CH:10][C:9]([OH:12])=[CH:8][C:7]=1[OH:13])=O.C([O-])(=O)C.[Na+].Cl.Cl.[CH2:26]([NH:33][NH2:34])[C:27]1[CH:32]=[CH:31][CH:30]=[CH:29][CH:28]=1.Cl. Product: [CH2:26]([N:33]1[C:2]2[C:3](=[CH:14][CH:15]=[C:16]([OH:18])[CH:17]=2)[C:4]([C:6]2[CH:11]=[CH:10][C:9]([OH:12])=[CH:8][C:7]=2[OH:13])=[N:34]1)[C:27]1[CH:32]=[CH:31][CH:30]=[CH:29][CH:28]=1. The catalyst class is: 238. (6) Reactant: C(OC(=O)[NH:7][C@H:8]([C:10]1[CH:15]=[CH:14][CH:13]=[C:12](Br)[CH:11]=1)[CH3:9])(C)(C)C.[NH:18]1[CH2:23][CH2:22][O:21][CH:20]([CH2:24][OH:25])[CH2:19]1.C(P(C(C)(C)C)C1C=CC=CC=1C1C=CC=CC=1)(C)(C)C.CC(C)([O-])C.[Na+]. Product: [NH2:7][CH:8]([C:10]1[CH:11]=[C:12]([N:18]2[CH2:23][CH2:22][O:21][C@H:20]([CH2:24][OH:25])[CH2:19]2)[CH:13]=[CH:14][CH:15]=1)[CH3:9]. The catalyst class is: 164. (7) Reactant: [CH3:1][C:2]1[N:3]([CH2:7][CH2:8][N:9]([S:27]([C:30]2[CH:39]=[CH:38][C:37]3[C:32](=[CH:33][CH:34]=[CH:35][CH:36]=3)[CH:31]=2)(=[O:29])=[O:28])[CH:10]2[CH:15]3[CH:11]2[CH2:12][N:13]([C:16]2[N:21]=[CH:20][C:19]([C:22]([O:24]CC)=O)=[CH:18][N:17]=2)[CH2:14]3)[CH:4]=[CH:5][N:6]=1.Cl.[NH2:41][OH:42].[O-]CC.[Na+].O. Product: [OH:42][NH:41][C:22]([C:19]1[CH:20]=[N:21][C:16]([N:13]2[CH2:14][CH:15]3[CH:11]([CH:10]3[N:9]([CH2:8][CH2:7][N:3]3[CH:4]=[CH:5][N:6]=[C:2]3[CH3:1])[S:27]([C:30]3[CH:39]=[CH:38][C:37]4[C:32](=[CH:33][CH:34]=[CH:35][CH:36]=4)[CH:31]=3)(=[O:28])=[O:29])[CH2:12]2)=[N:17][CH:18]=1)=[O:24]. The catalyst class is: 14.